This data is from Forward reaction prediction with 1.9M reactions from USPTO patents (1976-2016). The task is: Predict the product of the given reaction. (1) Given the reactants [O:1]=[C:2]([CH:8]([CH3:10])[CH3:9])[C:3]([O:5][CH2:6][CH3:7])=O.[C:11]1([NH:17][NH2:18])[CH:16]=[CH:15][CH:14]=[CH:13][CH:12]=1, predict the reaction product. The product is: [C:11]1([NH:17][N:18]=[C:3]([O:5][CH2:6][CH3:7])[C:2](=[O:1])[CH:8]([CH3:10])[CH3:9])[CH:16]=[CH:15][CH:14]=[CH:13][CH:12]=1. (2) Given the reactants [CH2:1]([C:8]1[CH:15]=[CH:14][C:11](C=O)=[C:10]([B:16]2[O:20][C:19](C)(C)C(C)(C)[O:17]2)[CH:9]=1)[C:2]1[CH:7]=[CH:6][CH:5]=[CH:4][CH:3]=1.Br[CH2:26][C:27]([O:29][CH2:30][CH3:31])=[O:28], predict the reaction product. The product is: [CH2:30]([O:29][C:27](=[O:28])[CH2:26][CH:19]1[O:20][B:16]([OH:17])[C:10]2[CH:9]=[C:8]([CH2:1][C:2]3[CH:3]=[CH:4][CH:5]=[CH:6][CH:7]=3)[CH:15]=[CH:14][C:11]1=2)[CH3:31].